This data is from Full USPTO retrosynthesis dataset with 1.9M reactions from patents (1976-2016). The task is: Predict the reactants needed to synthesize the given product. Given the product [Cl:1][C:2]1[N:6]2[CH:7]=[C:8]([C:15]3[N:16]([C:20]([O:22][C:23]([CH3:24])([CH3:25])[CH3:26])=[O:21])[CH:17]=[CH:18][CH:19]=3)[CH:9]=[C:10]([C:11]([F:14])([F:12])[F:13])[C:5]2=[N:4][C:3]=1[C:27]([OH:29])=[O:28], predict the reactants needed to synthesize it. The reactants are: [Cl:1][C:2]1[N:6]2[CH:7]=[C:8]([C:15]3[N:16]([C:20]([O:22][C:23]([CH3:26])([CH3:25])[CH3:24])=[O:21])[CH:17]=[CH:18][CH:19]=3)[CH:9]=[C:10]([C:11]([F:14])([F:13])[F:12])[C:5]2=[N:4][C:3]=1[C:27]([O:29]C)=[O:28].[OH-].[Na+].Cl.